This data is from Forward reaction prediction with 1.9M reactions from USPTO patents (1976-2016). The task is: Predict the product of the given reaction. (1) Given the reactants Br[C:2]1[CH:3]=[C:4]([C:12]2[CH:17]=[CH:16][N:15]=[C:14]([N:18]3[CH2:23][CH2:22][N:21]([CH3:24])[CH2:20][CH2:19]3)[CH:13]=2)[N:5]2[C:10]=1[C:9]([NH2:11])=[N:8][CH:7]=[N:6]2.[CH2:25]([N:32]1[CH:40]=[C:39]2[C:34]([CH:35]=[C:36](B3OC(C)(C)C(C)(C)O3)[CH:37]=[CH:38]2)=[N:33]1)[C:26]1[CH:31]=[CH:30][CH:29]=[CH:28][CH:27]=1.ClCCl.C(=O)([O-])[O-].[Na+].[Na+], predict the reaction product. The product is: [CH2:25]([N:32]1[CH:40]=[C:39]2[C:34]([CH:35]=[C:36]([C:2]3[CH:3]=[C:4]([C:12]4[CH:17]=[CH:16][N:15]=[C:14]([N:18]5[CH2:23][CH2:22][N:21]([CH3:24])[CH2:20][CH2:19]5)[CH:13]=4)[N:5]4[C:10]=3[C:9]([NH2:11])=[N:8][CH:7]=[N:6]4)[CH:37]=[CH:38]2)=[N:33]1)[C:26]1[CH:31]=[CH:30][CH:29]=[CH:28][CH:27]=1. (2) Given the reactants C[C:2]1[CH:3]=[CH:4][C:5](S(O)(=O)=O)=[CH:6][CH:7]=1.CC(=O)CCC(=O)C.[NH2:20][C:21]1[N:22]=[N:23][C:24]([Cl:27])=[CH:25][CH:26]=1.C, predict the reaction product. The product is: [Cl:27][C:24]1[N:23]=[N:22][C:21]([N:20]2[C:6]([CH3:7])=[CH:5][CH:4]=[C:3]2[CH3:2])=[CH:26][CH:25]=1. (3) Given the reactants [F:1][C:2]([F:36])([F:35])[C:3]1[CH:4]=[C:5]([CH:28]=[C:29]([C:31]([F:34])([F:33])[F:32])[CH:30]=1)[C:6]([N:8]1[CH2:13][CH2:12][N:11]([CH2:14][C:15]#[C:16][CH2:17][Cl:18])[CH2:10][C@H:9]1[CH2:19][C:20]1[CH:25]=[CH:24][C:23]([CH3:26])=[C:22]([CH3:27])[CH:21]=1)=[O:7].[CH:37]1([N:43]2[CH2:48][CH2:47][NH:46][CH2:45][CH2:44]2)[CH2:42][CH2:41][CH2:40][CH2:39][CH2:38]1.C(=O)([O-])[O-].[K+].[K+].O, predict the reaction product. The product is: [ClH:18].[ClH:18].[ClH:18].[F:1][C:2]([F:36])([F:35])[C:3]1[CH:4]=[C:5]([CH:28]=[C:29]([C:31]([F:34])([F:33])[F:32])[CH:30]=1)[C:6]([N:8]1[CH2:13][CH2:12][N:11]([CH2:14][C:15]#[C:16][CH2:17][N:46]2[CH2:47][CH2:48][N:43]([CH:37]3[CH2:42][CH2:41][CH2:40][CH2:39][CH2:38]3)[CH2:44][CH2:45]2)[CH2:10][C@H:9]1[CH2:19][C:20]1[CH:25]=[CH:24][C:23]([CH3:26])=[C:22]([CH3:27])[CH:21]=1)=[O:7]. (4) Given the reactants [Cl:1][C:2]1[CH:3]=[C:4]([C:10]([F:13])([F:12])[F:11])[CH:5]=[C:6]([Cl:9])[C:7]=1F.[C:14]([C:16]1[C:24]2[C:19](=[CH:20][CH:21]=[CH:22][CH:23]=2)[NH:18][CH:17]=1)#[CH:15].C(=O)([O-])[O-].[K+].[K+], predict the reaction product. The product is: [Cl:1][C:2]1[CH:3]=[C:4]([C:10]([F:13])([F:12])[F:11])[CH:5]=[C:6]([Cl:9])[C:7]=1[N:18]1[C:19]2[C:24](=[CH:23][CH:22]=[CH:21][CH:20]=2)[C:16]([CH:14]=[CH2:15])=[CH:17]1.